From a dataset of Peptide-MHC class II binding affinity with 134,281 pairs from IEDB. Regression. Given a peptide amino acid sequence and an MHC pseudo amino acid sequence, predict their binding affinity value. This is MHC class II binding data. (1) The peptide sequence is EAMSQANSAILMQR. The MHC is DRB3_0101 with pseudo-sequence DRB3_0101. The binding affinity (normalized) is 0.0807. (2) The peptide sequence is VLAIVALVVATIIAI. The MHC is HLA-DPA10201-DPB11401 with pseudo-sequence HLA-DPA10201-DPB11401. The binding affinity (normalized) is 0. (3) The peptide sequence is ANVMAASLRKAGKSV. The MHC is DRB1_0801 with pseudo-sequence DRB1_0801. The binding affinity (normalized) is 0.593. (4) The peptide sequence is TGHGTVVMQVKVPKG. The MHC is DRB1_0401 with pseudo-sequence DRB1_0401. The binding affinity (normalized) is 0.151.